This data is from NCI-60 drug combinations with 297,098 pairs across 59 cell lines. The task is: Regression. Given two drug SMILES strings and cell line genomic features, predict the synergy score measuring deviation from expected non-interaction effect. Drug 1: CC12CCC(CC1=CCC3C2CCC4(C3CC=C4C5=CN=CC=C5)C)O. Drug 2: CS(=O)(=O)CCNCC1=CC=C(O1)C2=CC3=C(C=C2)N=CN=C3NC4=CC(=C(C=C4)OCC5=CC(=CC=C5)F)Cl. Cell line: NCI-H322M. Synergy scores: CSS=24.7, Synergy_ZIP=0.521, Synergy_Bliss=0.970, Synergy_Loewe=-12.4, Synergy_HSA=-0.0787.